Dataset: Forward reaction prediction with 1.9M reactions from USPTO patents (1976-2016). Task: Predict the product of the given reaction. (1) Given the reactants Cl[C:2]1[N:7]=[C:6]([NH2:8])[CH:5]=[CH:4][N:3]=1.Cl.[NH2:10][CH2:11][CH2:12][S:13]([CH3:16])(=[O:15])=[O:14].FC(F)(F)C(O)=O.C(O)(C)(C)C, predict the reaction product. The product is: [CH3:16][S:13]([CH2:12][CH2:11][NH:10][C:2]1[N:7]=[C:6]([NH2:8])[CH:5]=[CH:4][N:3]=1)(=[O:15])=[O:14]. (2) Given the reactants [C:1]([O:5][C:6]([NH:8][CH:9]([CH2:13][C:14]1[C:22]2[C:17](=[CH:18][CH:19]=[C:20](OC3C(C#N)=CC=CN=3)[CH:21]=2)[NH:16][CH:15]=1)[C:10]([OH:12])=O)=[O:7])([CH3:4])([CH3:3])[CH3:2].C(OC(NC(CC1C2C(=CC=C([N+:54]([O-:56])=[O:55])C=2)NC=1)C(O)=O)=O)(C)(C)C.[S:57]1[CH2:61][CH:60]([C:62]([NH2:64])=[O:63])[NH:59][CH2:58]1.C[NH3+].F[P-](F)(F)(F)(F)F.N1(OC(N(C)C)=[N+](C)C)C2N=CC=CC=2N=N1.F[P-](F)(F)(F)(F)F.C(N(CC)C(C)C)(C)C, predict the reaction product. The product is: [C:1]([O:5][C:6](=[O:7])[NH:8][C@@H:9]([CH2:13][C:14]1[C:22]2[C:17](=[CH:18][CH:19]=[C:20]([N+:54]([O-:56])=[O:55])[CH:21]=2)[NH:16][CH:15]=1)[C:10]([N:59]1[C@@H:60]([C:62](=[O:63])[NH2:64])[CH2:61][S:57][CH2:58]1)=[O:12])([CH3:4])([CH3:2])[CH3:3]. (3) Given the reactants Cl[C:2]1[C:3]2[CH2:12][CH2:11][N:10](C(OC(C)(C)C)=O)[CH2:9][C:4]=2[N:5]=[C:6]([CH3:8])[N:7]=1.[C:20]1(B(O)O)[CH:25]=[CH:24][CH:23]=[CH:22][CH:21]=1.C([O-])([O-])=O.[Na+].[Na+], predict the reaction product. The product is: [CH3:8][C:6]1[N:7]=[C:2]([C:20]2[CH:25]=[CH:24][CH:23]=[CH:22][CH:21]=2)[C:3]2[CH2:12][CH2:11][NH:10][CH2:9][C:4]=2[N:5]=1. (4) The product is: [Cl:1][C:2]1[CH:7]=[CH:6][CH:5]=[C:4]([F:8])[C:3]=1[C:9]1[N:10]([C:24]([O:26][C:27]([CH3:30])([CH3:29])[CH3:28])=[O:25])[C:11]2[C:16]([CH:17]=1)=[CH:15][C:14]([C:18]([O:20][CH2:21][CH:22]=[CH2:23])=[O:19])=[CH:13][CH:12]=2. Given the reactants [Cl:1][C:2]1[CH:7]=[CH:6][CH:5]=[C:4]([F:8])[C:3]=1[C:9]1[NH:10][C:11]2[C:16]([CH:17]=1)=[CH:15][C:14]([C:18]([O:20][CH2:21][CH:22]=[CH2:23])=[O:19])=[CH:13][CH:12]=2.[C:24](O[C:24]([O:26][C:27]([CH3:30])([CH3:29])[CH3:28])=[O:25])([O:26][C:27]([CH3:30])([CH3:29])[CH3:28])=[O:25], predict the reaction product. (5) Given the reactants [C:1]12([C:11]3[C:19]4[O:18][C:17]([NH2:20])=[N:16][C:15]=4[CH:14]=[C:13]([C:21]4[N:26]=[CH:25][C:24]([CH:27]=[C:28]5[S:32][C:31](=[O:33])[NH:30][C:29]5=[O:34])=[CH:23][CH:22]=4)[CH:12]=3)[CH2:10][CH:5]3[CH2:6][CH:7]([CH2:9][CH:3]([CH2:4]3)[CH2:2]1)[CH2:8]2.N1C=CC=CC=1.[F:41][C:42]([F:53])([F:52])[C:43](O[C:43](=[O:44])[C:42]([F:53])([F:52])[F:41])=[O:44], predict the reaction product. The product is: [C:1]12([C:11]3[C:19]4[O:18][C:17]([NH:20][C:43](=[O:44])[C:42]([F:53])([F:52])[F:41])=[N:16][C:15]=4[CH:14]=[C:13]([C:21]4[CH:22]=[CH:23][C:24]([CH:27]=[C:28]5[S:32][C:31](=[O:33])[NH:30][C:29]5=[O:34])=[CH:25][N:26]=4)[CH:12]=3)[CH2:2][CH:3]3[CH2:9][CH:7]([CH2:6][CH:5]([CH2:4]3)[CH2:10]1)[CH2:8]2. (6) The product is: [CH3:14][O:15][CH:16]([O:20][CH3:21])[CH2:17][CH2:18][N:12]1[C:11](=[O:13])[C:10]2[CH2:9][CH2:8][CH2:7][CH2:6][C:5]=2[N:4]=[C:3]1[O:2][CH3:1]. Given the reactants [CH3:1][O:2][C:3]1[NH:12][C:11](=[O:13])[C:10]2[CH2:9][CH2:8][CH2:7][CH2:6][C:5]=2[N:4]=1.[CH3:14][O:15][CH:16]([O:20][CH3:21])[CH2:17][CH2:18]Br.[H-].[Na+].O, predict the reaction product. (7) Given the reactants [NH2:1][C:2]1[CH:7]=[C:6]([NH:8][CH:9]2[CH2:11][CH2:10]2)[N:5]2[N:12]=[CH:13][C:14]([CH:15]=[O:16])=[C:4]2[N:3]=1.Cl[C:18]([O:20][CH3:21])=[O:19].CCN(C(C)C)C(C)C, predict the reaction product. The product is: [CH:9]1([NH:8][C:6]2[N:5]3[N:12]=[CH:13][C:14]([CH:15]=[O:16])=[C:4]3[N:3]=[C:2]([NH:1][C:18](=[O:19])[O:20][CH3:21])[CH:7]=2)[CH2:11][CH2:10]1. (8) Given the reactants [N:1]1[CH:6]=[CH:5][C:4]([C:7]2[S:11][C:10]3[CH2:12][CH2:13][CH2:14][CH2:15][C:16](=[O:17])[C:9]=3[CH:8]=2)=[CH:3][CH:2]=1.O1[CH2:22][CH2:21][CH2:20][CH2:19]1.CCO[CH2:26][CH3:27].[NH4+].[Cl-:29], predict the reaction product. The product is: [Cl:29][C:19]1[CH:27]=[CH:26][C:22]([C:16]2([OH:17])[C:9]3[CH:8]=[C:7]([C:4]4[CH:5]=[CH:6][N:1]=[CH:2][CH:3]=4)[S:11][C:10]=3[CH2:12][CH2:13][CH2:14][CH2:15]2)=[CH:21][CH:20]=1. (9) Given the reactants C(ON=[C:6]([C:15]1[CH:16]=[C:17]([N:21]2[C:25]3[CH:26]=[CH:27][C:28]([C:30](=[O:32])[CH3:31])=[CH:29][C:24]=3[N:23]=[CH:22]2)[CH:18]=[CH:19][CH:20]=1)[O:7]C1CCN(C)CC1)(C)C.C[O:34][C:35](OC)(C)[CH3:36].[CH3:40][N:41]([CH:43]=O)[CH3:42], predict the reaction product. The product is: [CH3:42][N:41]([CH3:40])[CH:43]=[CH:31][C:30]([C:28]1[CH:27]=[CH:26][C:25]2[N:21]([C:17]3[CH:18]=[CH:19][CH:20]=[C:15]([C:6]([O:34][CH2:35][CH3:36])=[O:7])[CH:16]=3)[CH:22]=[N:23][C:24]=2[CH:29]=1)=[O:32].